Dataset: Forward reaction prediction with 1.9M reactions from USPTO patents (1976-2016). Task: Predict the product of the given reaction. (1) Given the reactants S(O)(C1C=CC(C)=CC=1)(=O)=O.O.[C:13]([N:20]1[CH2:25][CH2:24][NH:23][CH2:22][CH2:21]1)([O:15][C:16]([CH3:19])([CH3:18])[CH3:17])=[O:14].O=[C:27]([C:31]1[CH:36]=[CH:35][CH:34]=[CH:33][CH:32]=1)[CH2:28][C:29]#[N:30], predict the reaction product. The product is: [C:29]([CH:28]=[C:27]([N:23]1[CH2:22][CH2:21][N:20]([C:13]([O:15][C:16]([CH3:19])([CH3:18])[CH3:17])=[O:14])[CH2:25][CH2:24]1)[C:31]1[CH:36]=[CH:35][CH:34]=[CH:33][CH:32]=1)#[N:30]. (2) Given the reactants BrC1C=CC(O)=C(C2C=[CH:16][C:15]3[C:10](=[CH:11][CH:12]=[C:13]([C:18]4[N:22]([CH:23]5[CH2:28][CH2:27][CH2:26][CH2:25][CH2:24]5)[C:21]5[CH:29]=[CH:30][C:31]([C:33]([OH:35])=[O:34])=[CH:32][C:20]=5[N:19]=4)[CH:14]=3)[N:9]=2)C=1.[OH:37][C:38]1[C:43]([N+:44]([O-:46])=[O:45])=[CH:42][C:41]([CH3:47])=[CH:40][C:39]=1[C:48](=O)[CH3:49].[OH-].[K+], predict the reaction product. The product is: [CH:23]1([N:22]2[C:21]3[CH:29]=[CH:30][C:31]([C:33]([OH:35])=[O:34])=[CH:32][C:20]=3[N:19]=[C:18]2[C:13]2[CH:14]=[C:15]3[C:10](=[CH:11][CH:12]=2)[N:9]=[C:48]([C:39]2[CH:40]=[C:41]([CH3:47])[CH:42]=[C:43]([N+:44]([O-:46])=[O:45])[C:38]=2[OH:37])[CH:49]=[CH:16]3)[CH2:24][CH2:25][CH2:26][CH2:27][CH2:28]1. (3) Given the reactants [F:1][C:2]([F:33])([F:32])[C:3]([C:12]1[CH:28]=[CH:27][C:15]([O:16][C:17]2[CH:18]=[CH:19][C:20]([CH2:24][CH2:25][OH:26])=[N+:21]([O-])[CH:22]=2)=[C:14]([CH2:29][CH2:30][CH3:31])[CH:13]=1)([O:8][CH2:9][O:10][CH3:11])[C:4]([F:7])([F:6])[F:5], predict the reaction product. The product is: [F:33][C:2]([F:1])([F:32])[C:3]([C:12]1[CH:28]=[CH:27][C:15]([O:16][C:17]2[CH:18]=[CH:19][C:20]([CH2:24][CH2:25][OH:26])=[N:21][CH:22]=2)=[C:14]([CH2:29][CH2:30][CH3:31])[CH:13]=1)([O:8][CH2:9][O:10][CH3:11])[C:4]([F:7])([F:6])[F:5]. (4) The product is: [Br:1][C:2]1[CH:7]=[CH:6][C:5]([F:8])=[CH:4][C:3]=1[O:9][CH:19]1[CH2:21][CH2:20]1. Given the reactants [Br:1][C:2]1[CH:7]=[CH:6][C:5]([F:8])=[CH:4][C:3]=1[OH:9].C(=O)([O-])[O-].[Cs+].[Cs+].[I-].[K+].Br[CH:19]1[CH2:21][CH2:20]1, predict the reaction product. (5) Given the reactants [F:1][C:2]1[C:3]([CH2:13][NH:14][C:15]2[C:20]([NH2:21])=[CH:19][CH:18]=[CH:17][N:16]=2)=[CH:4][C:5]2[S:9][C:8]([S:10][CH3:11])=[N:7][C:6]=2[CH:12]=1.Br[C:23]1C=C(N)C(NCC2C=CC3N=C(SC)SC=3C=2)=CC=1OC, predict the reaction product. The product is: [N:21]1[C:20]2[C:15](=[N:16][CH:17]=[CH:18][CH:19]=2)[N:14]([CH2:13][C:3]2[C:2]([F:1])=[CH:12][C:6]3[N:7]=[C:8]([S:10][CH3:11])[S:9][C:5]=3[CH:4]=2)[CH:23]=1. (6) Given the reactants [CH2:1]([N:8]1[C:16]2[C:11](=[CH:12][CH:13]=[C:14]([OH:17])[CH:15]=2)[C:10]([C:18]([NH:20][CH2:21][C:22]2[CH:27]=[CH:26][C:25]([F:28])=[C:24]([F:29])[CH:23]=2)=[O:19])=[C:9]1[CH:30]([CH3:32])[CH3:31])[C:2]1[CH:7]=[CH:6][CH:5]=[CH:4][CH:3]=1.C([O-])([O-])=O.[K+].[K+].I[CH2:40][CH2:41][CH2:42][CH2:43][CH2:44][CH3:45], predict the reaction product. The product is: [CH2:1]([N:8]1[C:16]2[C:11](=[CH:12][CH:13]=[C:14]([O:17][CH2:40][CH2:41][CH2:42][CH2:43][CH2:44][CH3:45])[CH:15]=2)[C:10]([C:18]([NH:20][CH2:21][C:22]2[CH:27]=[CH:26][C:25]([F:28])=[C:24]([F:29])[CH:23]=2)=[O:19])=[C:9]1[CH:30]([CH3:32])[CH3:31])[C:2]1[CH:7]=[CH:6][CH:5]=[CH:4][CH:3]=1. (7) Given the reactants O=[C:2]1[CH2:7][CH2:6][N:5]([C:8]([O:10][C:11]([CH3:14])([CH3:13])[CH3:12])=[O:9])[CH2:4][CH2:3]1.N1CCCC1.[SH:20][C:21]1[CH:26]=[CH:25][CH:24]=[CH:23][C:22]=1[C:27](=[O:29])[CH3:28], predict the reaction product. The product is: [O:29]=[C:27]1[C:22]2[C:21](=[CH:26][CH:25]=[CH:24][CH:23]=2)[S:20][C:2]2([CH2:7][CH2:6][N:5]([C:8]([O:10][C:11]([CH3:14])([CH3:13])[CH3:12])=[O:9])[CH2:4][CH2:3]2)[CH2:28]1. (8) Given the reactants [Br:1][C:2]1[CH:3]=[CH:4][C:5]([Cl:11])=[C:6]([CH:10]=1)[C:7](O)=[O:8].C(Cl)(=O)C([Cl:15])=O, predict the reaction product. The product is: [Cl:11][C:5]1[CH:4]=[CH:3][C:2]([Br:1])=[CH:10][C:6]=1[C:7]([Cl:15])=[O:8]. (9) The product is: [NH2:1][C:2]1[N:6]([CH2:7][CH2:8][O:9][C:10]([C:17]2[CH:22]=[CH:21][CH:20]=[CH:19][CH:18]=2)([C:23]2[CH:24]=[CH:25][CH:26]=[CH:27][CH:28]=2)[C:11]2[CH:16]=[CH:15][CH:14]=[CH:13][CH:12]=2)[N:5]=[CH:4][C:3]=1/[CH:29]=[CH:39]/[N+:36]([O-:38])=[O:37]. Given the reactants [NH2:1][C:2]1[N:6]([CH2:7][CH2:8][O:9][C:10]([C:23]2[CH:28]=[CH:27][CH:26]=[CH:25][CH:24]=2)([C:17]2[CH:22]=[CH:21][CH:20]=[CH:19][CH:18]=2)[C:11]2[CH:16]=[CH:15][CH:14]=[CH:13][CH:12]=2)[N:5]=[CH:4][C:3]=1[CH:29]=O.C([O-])(=O)C.[NH4+].[N+:36]([CH3:39])([O-:38])=[O:37], predict the reaction product.